Dataset: Peptide-MHC class II binding affinity with 134,281 pairs from IEDB. Task: Regression. Given a peptide amino acid sequence and an MHC pseudo amino acid sequence, predict their binding affinity value. This is MHC class II binding data. (1) The peptide sequence is SQDLELSWNLKGLQAY. The MHC is DRB1_1302 with pseudo-sequence DRB1_1302. The binding affinity (normalized) is 0.449. (2) The peptide sequence is DITVKNCVLKKSTNG. The MHC is HLA-DQA10104-DQB10503 with pseudo-sequence HLA-DQA10104-DQB10503. The binding affinity (normalized) is 0.0344. (3) The peptide sequence is VVITENCGTRGPSLR. The MHC is DRB1_0101 with pseudo-sequence DRB1_0101. The binding affinity (normalized) is 0.252.